From a dataset of Reaction yield outcomes from USPTO patents with 853,638 reactions. Predict the reaction yield, written as a fraction of the theoretical maximum amount of product (1.0 means a 100% yield; for example, 0.34 means a 34% yield). (1) The reactants are [F:1][C:2]1[CH:6]=[N:5][N:4]([CH3:7])[C:3]=1[C:8]1[CH:9]=[C:10]([NH2:16])[CH:11]=[CH:12][C:13]=1[O:14][CH3:15].[F:17][C:18]([F:29])([F:28])[C:19]1[CH:20]=[C:21]([N:25]=[C:26]=[O:27])[CH:22]=[CH:23][CH:24]=1. No catalyst specified. The product is [F:1][C:2]1[CH:6]=[N:5][N:4]([CH3:7])[C:3]=1[C:8]1[CH:9]=[C:10]([NH:16][C:26]([NH:25][C:21]2[CH:22]=[CH:23][CH:24]=[C:19]([C:18]([F:17])([F:28])[F:29])[CH:20]=2)=[O:27])[CH:11]=[CH:12][C:13]=1[O:14][CH3:15]. The yield is 0.480. (2) The reactants are [NH2:1][C:2]1[CH:30]=[CH:29][C:5]2[NH:6][C:7]([C:12]3[C:13](=[O:28])[N:14]([CH2:23][CH2:24][CH:25]([CH3:27])[CH3:26])[C:15]4[C:20]([C:21]=3[OH:22])=[CH:19][CH:18]=[CH:17][N:16]=4)=[N:8][S:9](=[O:11])(=[O:10])[C:4]=2[CH:3]=1.[CH2:31]([S:35](Cl)(=[O:37])=[O:36])[CH2:32][CH2:33][CH3:34]. The catalyst is N1C=CC=CC=1. The product is [OH:22][C:21]1[C:20]2[C:15](=[N:16][CH:17]=[CH:18][CH:19]=2)[N:14]([CH2:23][CH2:24][CH:25]([CH3:27])[CH3:26])[C:13](=[O:28])[C:12]=1[C:7]1[NH:6][C:5]2[CH:29]=[CH:30][C:2]([NH:1][S:35]([CH2:31][CH2:32][CH2:33][CH3:34])(=[O:37])=[O:36])=[CH:3][C:4]=2[S:9](=[O:11])(=[O:10])[N:8]=1. The yield is 0.290. (3) The reactants are C(S([C:8]1[N:13]=[C:12]([N:14]2[C:22]3[C:17](=[CH:18][CH:19]=[CH:20][CH:21]=3)[C:16]([C:23]([NH2:25])=[O:24])=[CH:15]2)[CH:11]=[CH:10][N:9]=1)(=O)=O)CCC.[CH2:26]([O:28][C:29]([CH:31]1[CH2:36][CH2:35][CH:34]([NH2:37])[CH2:33][CH2:32]1)=[O:30])[CH3:27]. The catalyst is O1CCOCC1. The product is [CH2:26]([O:28][C:29]([CH:31]1[CH2:36][CH2:35][CH:34]([NH:37][C:8]2[N:13]=[C:12]([N:14]3[C:22]4[C:17](=[CH:18][CH:19]=[CH:20][CH:21]=4)[C:16]([C:23](=[O:24])[NH2:25])=[CH:15]3)[CH:11]=[CH:10][N:9]=2)[CH2:33][CH2:32]1)=[O:30])[CH3:27]. The yield is 0.830. (4) The reactants are F[C:2]1[CH:7]=[CH:6][CH:5]=[C:4]([F:8])[C:3]=1[O:9][CH3:10].C[Si](C)(C)[N-:13][Si](C)(C)C.[K+].O.S(=O)(=O)(O)O.[C:27]1([CH3:33])[CH:32]=CC=C[CH:28]=1. The catalyst is C(OCC)(=O)C. The product is [F:8][C:4]1[C:3]([O:9][CH3:10])=[C:2]([C:27]([CH3:33])([CH3:32])[C:28]#[N:13])[CH:7]=[CH:6][CH:5]=1. The yield is 0.571. (5) The reactants are [F:1][C:2]([F:23])([F:22])[CH2:3][N:4]1[C:9](=[O:10])[C:8](Cl)=[C:7]([C:12]2[CH:17]=[CH:16][C:15]([S:18]([CH3:21])(=[O:20])=[O:19])=[CH:14][CH:13]=2)[CH:6]=[N:5]1.[N-:24]=[N+:25]=[N-:26].[Na+]. The catalyst is CN(C=O)C.C(OCC)(=O)C. The product is [F:1][C:2]([F:23])([F:22])[CH2:3][N:4]1[C:9](=[O:10])[C:8]([N:24]=[N+:25]=[N-:26])=[C:7]([C:12]2[CH:17]=[CH:16][C:15]([S:18]([CH3:21])(=[O:20])=[O:19])=[CH:14][CH:13]=2)[CH:6]=[N:5]1. The yield is 0.950.